From a dataset of Catalyst prediction with 721,799 reactions and 888 catalyst types from USPTO. Predict which catalyst facilitates the given reaction. (1) Reactant: [CH3:1][O:2][C:3]1[CH:8]=[CH:7][C:6]([OH:9])=[CH:5][CH:4]=1.[H-].[Na+].Br[CH2:13][C:14]([O:16][CH2:17][CH3:18])=[O:15].O. Product: [CH3:1][O:2][C:3]1[CH:8]=[CH:7][C:6]([O:9][CH2:13][C:14]([O:16][CH2:17][CH3:18])=[O:15])=[CH:5][CH:4]=1. The catalyst class is: 9. (2) Reactant: [Br:1][C:2]1[CH:7]=[CH:6][CH:5]=[CH:4][C:3]=1[CH2:8][CH2:9][OH:10].[H-].[Na+].I[CH3:14].[NH4+].[Cl-]. Product: [CH3:14][O:10][CH2:9][CH2:8][C:3]1[CH:4]=[CH:5][CH:6]=[CH:7][C:2]=1[Br:1]. The catalyst class is: 118.